From a dataset of Catalyst prediction with 721,799 reactions and 888 catalyst types from USPTO. Predict which catalyst facilitates the given reaction. (1) Reactant: [CH3:1][O:2][C:3]1[CH:29]=[CH:28][C:6]([CH2:7][S:8][C@H:9]2[CH2:13][N:12]([S:14]([CH2:17][CH2:18][C:19]3[CH:24]=[CH:23][CH:22]=[CH:21][CH:20]=3)(=[O:16])=[O:15])[C@H:11]([C:25]([OH:27])=O)[CH2:10]2)=[CH:5][CH:4]=1.[CH2:30](CN)[C:31]1[CH:36]=[CH:35][CH:34]=[CH:33][CH:32]=1.C[CH2:40][N:41]=C=NCCCN(C)C.C1C=CC2N(O)N=NC=2C=1.OS([O-])(=O)=O.[K+].CCOC(C)=O. Product: [CH2:30]([N:41]([CH3:40])[C:25]([C@@H:11]1[CH2:10][C@@H:9]([S:8][CH2:7][C:6]2[CH:28]=[CH:29][C:3]([O:2][CH3:1])=[CH:4][CH:5]=2)[CH2:13][N:12]1[S:14]([CH2:17][CH2:18][C:19]1[CH:20]=[CH:21][CH:22]=[CH:23][CH:24]=1)(=[O:15])=[O:16])=[O:27])[C:31]1[CH:32]=[CH:33][CH:34]=[CH:35][CH:36]=1. The catalyst class is: 1. (2) Reactant: [F:1][CH:2]([F:37])[O:3][C:4]1[CH:9]=[CH:8][C:7]([C:10]2[CH:11]=[N:12][C:13]([NH:16][C:17]3[CH:18]=[CH:19][C:20]([CH3:36])=[C:21]([NH:23][C:24]([N:26]4[CH2:31][CH2:30][NH:29][CH:28]([C:32]([F:35])([F:34])[F:33])[CH2:27]4)=[O:25])[CH:22]=3)=[N:14][CH:15]=2)=[CH:6][CH:5]=1.[CH2:38]=[O:39].[O-:40]S([O-])(=O)=O.[Na+].[Na+]. Product: [F:37][CH:2]([F:1])[O:3][C:4]1[CH:5]=[CH:6][C:7]([C:10]2[CH:11]=[N:12][C:13]([NH:16][C:17]3[CH:18]=[CH:19][C:20]([CH3:36])=[C:21]([NH:23][C:24]([N:26]4[CH2:31][CH2:30][N:29]([CH3:38])[CH:28]([C:32]([F:35])([F:34])[F:33])[CH2:27]4)=[O:25])[CH:22]=3)=[N:14][CH:15]=2)=[CH:8][CH:9]=1.[C:38]([OH:40])([C:32]([F:35])([F:34])[F:33])=[O:39]. The catalyst class is: 2. (3) Reactant: [Br:1][C:2]1[C:3]([CH3:9])=[C:4]([CH:6]=[CH:7][CH:8]=1)[NH2:5].CO[CH:12]=[C:13]1[C:18](=[O:19])[O:17][C:16]([CH3:21])([CH3:20])[O:15][C:14]1=[O:22]. Product: [Br:1][C:2]1[C:3]([CH3:9])=[C:4]([NH:5][CH:12]=[C:13]2[C:14](=[O:22])[O:15][C:16]([CH3:20])([CH3:21])[O:17][C:18]2=[O:19])[CH:6]=[CH:7][CH:8]=1. The catalyst class is: 41. (4) Reactant: Cl[C:2]1[N:3]=[N:4][C:5]([C:8]([F:11])([F:10])[F:9])=[CH:6][CH:7]=1.[CH3:12][O:13][C:14]1[CH:19]=[C:18](B2OC(C)(C)C(C)(C)O2)[CH:17]=[CH:16][N:15]=1.C([O-])([O-])=O.[K+].[K+]. Product: [CH3:12][O:13][C:14]1[CH:19]=[C:18]([C:2]2[N:3]=[N:4][C:5]([C:8]([F:11])([F:10])[F:9])=[CH:6][CH:7]=2)[CH:17]=[CH:16][N:15]=1. The catalyst class is: 418. (5) Reactant: [CH:1]([C:5]1[CH:10]=[CH:9][C:8]([N:11]2[C:20](=[O:21])[C:19]3[C:14](=[CH:15][CH:16]=[CH:17][CH:18]=3)[N:13]=[C:12]2[C:22]2[CH:27]=[CH:26][C:25]([N+:28]([O-])=O)=[C:24]([N+:31]([O-])=O)[CH:23]=2)=[CH:7][CH:6]=1)([CH2:3][CH3:4])[CH3:2]. Product: [CH:1]([C:5]1[CH:6]=[CH:7][C:8]([N:11]2[C:20](=[O:21])[C:19]3[C:14](=[CH:15][CH:16]=[CH:17][CH:18]=3)[N:13]=[C:12]2[C:22]2[CH:27]=[CH:26][C:25]([NH2:28])=[C:24]([NH2:31])[CH:23]=2)=[CH:9][CH:10]=1)([CH2:3][CH3:4])[CH3:2]. The catalyst class is: 14. (6) Reactant: [F-].C([N+](CCCC)(CCCC)CCCC)CCC.[Si]([O:26][CH:27]1[CH2:48][CH2:47][CH2:46][C:28]21[N:32]([CH3:33])[C:31](=[O:34])[N:30]([C:35]1[CH:42]=[CH:41][C:38]([C:39]#[N:40])=[C:37]([Cl:43])[C:36]=1[CH3:44])[CH:29]2[OH:45])(C(C)(C)C)(C)C. Product: [Cl:43][C:37]1[C:36]([CH3:44])=[C:35]([N:30]2[CH:29]([OH:45])[C:28]3([CH2:46][CH2:47][CH2:48][CH:27]3[OH:26])[N:32]([CH3:33])[C:31]2=[O:34])[CH:42]=[CH:41][C:38]=1[C:39]#[N:40]. The catalyst class is: 7.